From a dataset of Catalyst prediction with 721,799 reactions and 888 catalyst types from USPTO. Predict which catalyst facilitates the given reaction. The catalyst class is: 46. Reactant: [CH:1]1([C@H:7]([NH:41][C:42]([C:44]2[CH:49]=[N:48][CH:47]=[CH:46][N:45]=2)=[O:43])[C:8]([NH:10][C@@H:11]([C:37]([CH3:40])([CH3:39])[CH3:38])[C:12]([N:14]2[CH2:18][C@@H:17]3[CH2:19][CH2:20][CH2:21][C@@H:16]3[C@H:15]2[C:22]([NH:24][C@@H:25]([CH2:33][CH2:34][CH:35]=O)[C@H:26]([OH:32])[CH2:27][NH:28][CH:29]2[CH2:31][CH2:30]2)=[O:23])=[O:13])=[O:9])[CH2:6][CH2:5][CH2:4][CH2:3][CH2:2]1.[Br-].[Na+].C(=O)(O)[O-:53].[Na+].CC1(C)N([O])C(C)(C)CCC1.Cl[O-].[Na+]. Product: [CH:1]1([C@H:7]([NH:41][C:42]([C:44]2[CH:49]=[N:48][CH:47]=[CH:46][N:45]=2)=[O:43])[C:8]([NH:10][C@@H:11]([C:37]([CH3:38])([CH3:40])[CH3:39])[C:12]([N:14]2[CH2:18][C@@H:17]3[CH2:19][CH2:20][CH2:21][C@@H:16]3[C@H:15]2[C:22]([NH:24][C@@H:25]([CH2:33][CH2:34][CH3:35])[C:26](=[O:32])[C:27]([NH:28][CH:29]2[CH2:30][CH2:31]2)=[O:53])=[O:23])=[O:13])=[O:9])[CH2:2][CH2:3][CH2:4][CH2:5][CH2:6]1.